This data is from Forward reaction prediction with 1.9M reactions from USPTO patents (1976-2016). The task is: Predict the product of the given reaction. The product is: [CH2:13]([O:4][C:3]1[CH:5]=[CH:6][CH:7]=[CH:8][C:2]=1[C:1]([OH:10])=[O:9])[CH2:14][CH2:15][CH3:16]. Given the reactants [C:1]([O:10]CC)(=[O:9])[C:2]1[C:3](=[CH:5][CH:6]=[CH:7][CH:8]=1)[OH:4].[CH2:13](Br)[CH2:14][CH2:15][CH3:16].C(=O)([O-])[O-].[K+].[K+].[OH-].[Na+], predict the reaction product.